From a dataset of Reaction yield outcomes from USPTO patents with 853,638 reactions. Predict the reaction yield, written as a fraction of the theoretical maximum amount of product (1.0 means a 100% yield; for example, 0.34 means a 34% yield). (1) The reactants are [CH3:1][O:2][C:3]1[CH:8]=[CH:7][C:6]([CH2:9][C:10]([O:12]CC)=[O:11])=[CH:5][CH:4]=1.[OH-].[Na+]. The catalyst is CO.O. The product is [CH3:1][O:2][C:3]1[CH:4]=[CH:5][C:6]([CH2:9][C:10]([OH:12])=[O:11])=[CH:7][CH:8]=1. The yield is 0.670. (2) The reactants are [CH3:1][N:2]1[CH2:7][CH2:6][N:5]([C:8]2[CH:14]=[CH:13][C:11]([NH2:12])=[CH:10][CH:9]=2)[CH2:4][CH2:3]1.P(=O)(O)(O)O.[N+]([O-])(O)=O.[N:24]([O-])=O.[Na+].[CH3:28][C:29](=[O:34])[CH2:30][C:31](=[O:33])[CH3:32].C([O-])(=O)C.[K+].C([O-])([O-])=O.[Na+].[Na+]. The catalyst is C(O)C. The product is [CH3:1][N:2]1[CH2:3][CH2:4][N:5]([C:8]2[CH:14]=[CH:13][C:11]([NH:12][N:24]=[C:30]([C:29](=[O:34])[CH3:28])[C:31](=[O:33])[CH3:32])=[CH:10][CH:9]=2)[CH2:6][CH2:7]1. The yield is 0.390. (3) The yield is 0.930. The reactants are N(C(OCC)=O)=NC(OCC)=O.[Cl:13][C:14]1[C:15]2[CH:22]=[CH:21][NH:20][C:16]=2[N:17]=[CH:18][N:19]=1.[C:23]([O:27][C:28]([N:30]1[CH2:35][CH2:34][CH:33](O)[CH2:32][CH2:31]1)=[O:29])([CH3:26])([CH3:25])[CH3:24].C1(P(C2C=CC=CC=2)C2C=CC=CC=2)C=CC=CC=1. The product is [C:23]([O:27][C:28]([N:30]1[CH2:35][CH2:34][CH:33]([N:20]2[C:16]3[N:17]=[CH:18][N:19]=[C:14]([Cl:13])[C:15]=3[CH:22]=[CH:21]2)[CH2:32][CH2:31]1)=[O:29])([CH3:26])([CH3:24])[CH3:25]. The catalyst is C1COCC1. (4) The reactants are [F:1][C:2]1[CH:7]=[CH:6][C:5]([N:8]2[CH2:14][CH2:13][CH2:12][CH2:11][CH:10]([Se]C3C=CC=CC=3)[C:9]2=[O:22])=[CH:4][CH:3]=1.N1C=CC=CC=1.OO. No catalyst specified. The product is [F:1][C:2]1[CH:7]=[CH:6][C:5]([N:8]2[CH2:14][CH2:13][CH2:12][CH:11]=[CH:10][C:9]2=[O:22])=[CH:4][CH:3]=1. The yield is 0.730.